Task: Predict which catalyst facilitates the given reaction.. Dataset: Catalyst prediction with 721,799 reactions and 888 catalyst types from USPTO (1) Reactant: [Cl:1][C:2]1[CH:3]=[C:4]2[C:8](=[C:9]([F:11])[CH:10]=1)[NH:7][C:6]([Si](CC)(CC)CC)=[C:5]2[CH2:19][CH2:20][NH:21][C:22](=[O:37])[C:23]1[CH:28]=[CH:27][C:26]([CH2:29][C:30]2[CH:35]=[CH:34][CH:33]=[C:32]([F:36])[CH:31]=2)=[CH:25][CH:24]=1. Product: [Cl:1][C:2]1[CH:3]=[C:4]2[C:8](=[C:9]([F:11])[CH:10]=1)[NH:7][CH:6]=[C:5]2[CH2:19][CH2:20][NH:21][C:22](=[O:37])[C:23]1[CH:24]=[CH:25][C:26]([CH2:29][C:30]2[CH:35]=[CH:34][CH:33]=[C:32]([F:36])[CH:31]=2)=[CH:27][CH:28]=1. The catalyst class is: 55. (2) Product: [CH:1]1([C:4]2[NH:8][N:7]=[C:6]([N:9]3[C:10]4[C:11]([F:27])=[C:12]([NH:17][C@H:18]([C:20]5[CH:21]=[CH:22][C:23]([F:26])=[CH:24][CH:25]=5)[CH3:19])[CH:13]=[CH:14][C:15]=4[N:16]=[CH:28]3)[CH:5]=2)[CH2:3][CH2:2]1. The catalyst class is: 14. Reactant: [CH:1]1([C:4]2[NH:8][N:7]=[C:6]([NH:9][C:10]3[C:11]([F:27])=[C:12]([NH:17][C@H:18]([C:20]4[CH:25]=[CH:24][C:23]([F:26])=[CH:22][CH:21]=4)[CH3:19])[CH:13]=[CH:14][C:15]=3[NH2:16])[CH:5]=2)[CH2:3][CH2:2]1.[C:28](O)(=O)C.C(N)=N.C(=O)(O)[O-].[Na+].CCOC(C)=O. (3) Reactant: [Cl:1][C:2]1[CH:3]=[C:4]([C:12]2[O:16][N:15]=[C:14]([C:17]3[CH:25]=[C:24]4[C:20]([C:21]([CH2:26][CH2:27][C:28]([O:30]CC)=[O:29])=[CH:22][NH:23]4)=[CH:19][C:18]=3[F:33])[N:13]=2)[CH:5]=[CH:6][C:7]=1[O:8][CH:9]([CH3:11])[CH3:10].[OH-].[Na+].Cl. Product: [Cl:1][C:2]1[CH:3]=[C:4]([C:12]2[O:16][N:15]=[C:14]([C:17]3[CH:25]=[C:24]4[C:20]([C:21]([CH2:26][CH2:27][C:28]([OH:30])=[O:29])=[CH:22][NH:23]4)=[CH:19][C:18]=3[F:33])[N:13]=2)[CH:5]=[CH:6][C:7]=1[O:8][CH:9]([CH3:11])[CH3:10]. The catalyst class is: 252. (4) Reactant: C1(C2C=CC=CC=2)C=CC(C([O:9][C@@H:10]2[CH2:18][C@@H:13]3[O:14][C:15](=[O:17])[CH2:16][C@@H:12]3[C@H:11]2/[CH:19]=[CH:20]/[C@H:21]([C:23]2[S:27][C:26]3[CH:28]=[CH:29][CH:30]=[CH:31][C:25]=3[CH:24]=2)[OH:22])=O)=CC=1.C(=O)([O-])[O-].[K+].[K+]. Product: [S:27]1[C:23]([C@H:21]([OH:22])/[CH:20]=[CH:19]/[C@@H:11]2[C@@H:12]3[C@@H:13]([O:14][C:15](=[O:17])[CH2:16]3)[CH2:18][C@H:10]2[OH:9])=[CH:24][C:25]2[CH:31]=[CH:30][CH:29]=[CH:28][C:26]1=2. The catalyst class is: 92. (5) Reactant: N1(CCNC(=O)/C=C/C2C=CC=CC=2F)C2C=CC=CC=2N=C1.[F:24][C:25]1[CH:30]=[CH:29][C:28](/[CH:31]=[C:32](\[CH3:36])/[C:33]([OH:35])=O)=[CH:27][CH:26]=1.[O:37]1[CH2:42][CH2:41][N:40]([CH2:43][CH2:44][CH2:45][NH2:46])[CH2:39][CH2:38]1.CCN=C=NCCCN(C)C.Cl. Product: [F:24][C:25]1[CH:26]=[CH:27][C:28](/[CH:31]=[C:32](\[CH3:36])/[C:33]([NH:46][CH2:45][CH2:44][CH2:43][N:40]2[CH2:41][CH2:42][O:37][CH2:38][CH2:39]2)=[O:35])=[CH:29][CH:30]=1. The catalyst class is: 2. (6) Reactant: [CH3:1][C:2]([CH3:32])([CH3:31])[C:3]#[C:4][C:5]1[S:9][C:8]([C:10]([O:12]C)=[O:11])=[C:7]([N:14]([CH2:24][C:25]2[N:29]([CH3:30])[CH:28]=[N:27][CH:26]=2)[C:15]([C@H:17]2[CH2:22][CH2:21][C@H:20]([CH3:23])[CH2:19][CH2:18]2)=[O:16])[CH:6]=1.[OH-].[Na+]. Product: [CH3:31][C:2]([CH3:1])([CH3:32])[C:3]#[C:4][C:5]1[S:9][C:8]([C:10]([OH:12])=[O:11])=[C:7]([N:14]([CH2:24][C:25]2[N:29]([CH3:30])[CH:28]=[N:27][CH:26]=2)[C:15]([C@H:17]2[CH2:22][CH2:21][C@H:20]([CH3:23])[CH2:19][CH2:18]2)=[O:16])[CH:6]=1. The catalyst class is: 5. (7) Reactant: N(C(C)C)C(C)C.C([Li])CCC.[S:13]1[CH:17]=[CH:16][N:15]=[C:14]1[SH:18].[F:19][C:20]([F:27])([F:26])[C:21](OCC)=[O:22]. Product: [F:19][C:20]([F:27])([F:26])[C:21]([C:17]1[S:13][C:14]([SH:18])=[N:15][CH:16]=1)=[O:22]. The catalyst class is: 1.